From a dataset of CYP3A4 inhibition data for predicting drug metabolism from PubChem BioAssay. Regression/Classification. Given a drug SMILES string, predict its absorption, distribution, metabolism, or excretion properties. Task type varies by dataset: regression for continuous measurements (e.g., permeability, clearance, half-life) or binary classification for categorical outcomes (e.g., BBB penetration, CYP inhibition). Dataset: cyp3a4_veith. (1) The drug is COC(=O)C/C=C\[C@@H](C)[C@@H](/C=N\O[C@@H](C)c1cn([C@H]2COC[C@H]2O)nn1)NS(=O)(=O)c1ccc(C)cc1. The result is 1 (inhibitor). (2) The drug is CCn1cc(-c2nnnn2-c2ccc(Cl)cc2)c(=O)c2ccccc21. The result is 1 (inhibitor). (3) The drug is CCN(CC)c1ccc(N2C(=O)/C(=C/c3cccnc3)SC2=S)cc1. The result is 1 (inhibitor). (4) The compound is COc1ncc2nc(-c3ccc(F)cc3)c(=O)n(Cc3cccs3)c2n1. The result is 1 (inhibitor). (5) The molecule is Cc1c(Nc2cc(N3CCCC(C)C3)c3nonc3c2[N+](=O)[O-])c(=O)n(-c2ccccc2)n1C. The result is 0 (non-inhibitor). (6) The molecule is COc1cc(CN2CCN(C(=O)CC(C)C)CC2)cc(OC)c1OC. The result is 0 (non-inhibitor). (7) The compound is c1ccc(-c2nc3ccccn3c2NCc2ccc3c(c2)OCO3)cc1. The result is 1 (inhibitor).